Dataset: Forward reaction prediction with 1.9M reactions from USPTO patents (1976-2016). Task: Predict the product of the given reaction. (1) Given the reactants [CH3:1][C:2]1[CH:6]=[CH:5][O:4][C:3]=1[C:7]([OH:9])=O.CN(C(ON1N=NC2C=CC=NC1=2)=[N+](C)C)C.F[P-](F)(F)(F)(F)F.C(N(CC)C(C)C)(C)C.[NH2:43][C:44]1[CH:45]=[C:46]([NH:50][C:51]2[CH:56]=[CH:55][N:54]=[C:53]([C:57]3[NH:61][CH:60]=[C:59]([C:62]([O:64][CH3:65])=[O:63])[CH:58]=3)[CH:52]=2)[CH:47]=[CH:48][CH:49]=1, predict the reaction product. The product is: [CH3:1][C:2]1[CH:6]=[CH:5][O:4][C:3]=1[C:7]([NH:43][C:44]1[CH:45]=[C:46]([NH:50][C:51]2[CH:56]=[CH:55][N:54]=[C:53]([C:57]3[NH:61][CH:60]=[C:59]([C:62]([O:64][CH3:65])=[O:63])[CH:58]=3)[CH:52]=2)[CH:47]=[CH:48][CH:49]=1)=[O:9]. (2) Given the reactants [Si]([O:8][CH2:9][C:10]1[C:18]2[O:17][N:16]=[C:15]([CH2:19][CH2:20][CH:21]3[CH2:26][CH2:25][N:24]([C:27]([O:29][C:30]([CH3:33])([CH3:32])[CH3:31])=[O:28])[CH2:23][CH2:22]3)[C:14]=2[CH:13]=[CH:12][C:11]=1[O:34][CH2:35][C:36]1[CH:41]=[CH:40][C:39]([F:42])=[CH:38][CH:37]=1)(C(C)(C)C)(C)C.[F-].C([N+](CCCC)(CCCC)CCCC)CCC.[Cl-].[NH4+].C(OCC)(=O)C, predict the reaction product. The product is: [F:42][C:39]1[CH:38]=[CH:37][C:36]([CH2:35][O:34][C:11]2[CH:12]=[CH:13][C:14]3[C:15]([CH2:19][CH2:20][CH:21]4[CH2:26][CH2:25][N:24]([C:27]([O:29][C:30]([CH3:33])([CH3:32])[CH3:31])=[O:28])[CH2:23][CH2:22]4)=[N:16][O:17][C:18]=3[C:10]=2[CH2:9][OH:8])=[CH:41][CH:40]=1. (3) Given the reactants [CH:1]1[CH:6]=[CH:5][C:4]([NH:7][N:8]=[C:9]2[C:14](=[O:15])[C:13]3[C:16]([NH2:31])=[C:17]([N:20]=[N:21][C:22]4[CH:27]=[CH:26][C:25]([N+:28]([O-:30])=[O:29])=[CH:24][CH:23]=4)[CH:18]=[CH:19][C:12]=3[CH:11]=[CH:10]2)=[CH:3][CH:2]=1.[OH2:32], predict the reaction product. The product is: [N+:28]([O-:30])([OH:32])=[O:29].[CH:1]1[CH:6]=[CH:5][C:4]([NH:7][N:8]=[C:9]2[C:14](=[O:15])[C:13]3[C:16]([NH2:31])=[C:17]([N:20]=[N:21][C:22]4[CH:27]=[CH:26][C:25]([N+:28]([O-:30])=[O:29])=[CH:24][CH:23]=4)[CH:18]=[CH:19][C:12]=3[CH:11]=[CH:10]2)=[CH:3][CH:2]=1. (4) Given the reactants [N:1]1[CH:6]=[CH:5][CH:4]=[C:3]([C:7]2[CH:15]=[CH:14][CH:13]=[C:12]3[C:8]=2[CH2:9][C:10](=[O:16])[NH:11]3)[CH:2]=1.[CH2:17]([N:19]([CH2:34][CH3:35])[CH2:20][CH2:21][NH:22][C:23]([C:25]1[C:29]([CH3:30])=[C:28]([CH:31]=O)[NH:27][C:26]=1[CH3:33])=[O:24])[CH3:18].N1CCCCC1.O, predict the reaction product. The product is: [CH2:34]([N:19]([CH2:17][CH3:18])[CH2:20][CH2:21][NH:22][C:23]([C:25]1[C:29]([CH3:30])=[C:28]([CH:31]=[C:9]2[C:8]3[C:12](=[CH:13][CH:14]=[CH:15][C:7]=3[C:3]3[CH:2]=[N:1][CH:6]=[CH:5][CH:4]=3)[NH:11][C:10]2=[O:16])[NH:27][C:26]=1[CH3:33])=[O:24])[CH3:35]. (5) Given the reactants [CH:1]1([NH:4][CH:5]2[C:14]3[N:13]=[CH:12][CH:11]=[CH:10][C:9]=3[CH2:8][CH2:7][CH2:6]2)[CH2:3][CH2:2]1.[CH3:15][N:16]1[CH2:21][CH2:20][N:19]([C:22]2[N:27]3[CH:28]=[C:29]([CH:31]=O)[N:30]=[C:26]3[CH:25]=[CH:24][CH:23]=2)[CH2:18][CH2:17]1, predict the reaction product. The product is: [CH:1]1([N:4]([CH2:31][C:29]2[N:30]=[C:26]3[CH:25]=[CH:24][CH:23]=[C:22]([N:19]4[CH2:18][CH2:17][N:16]([CH3:15])[CH2:21][CH2:20]4)[N:27]3[CH:28]=2)[CH:5]2[C:14]3[N:13]=[CH:12][CH:11]=[CH:10][C:9]=3[CH2:8][CH2:7][CH2:6]2)[CH2:2][CH2:3]1. (6) Given the reactants [CH3:1][C:2]1[CH:3]=[C:4]([CH2:25]O)[S:5][C:6]=1[C:7]1[N:11]=[C:10]([C:12]2[CH:17]=[CH:16][C:15]([O:18][C:19]3[CH:24]=[CH:23][CH:22]=[CH:21][CH:20]=3)=[CH:14][CH:13]=2)[O:9][N:8]=1.C(Br)(Br)(Br)Br.C1(P(C2C=CC=CC=2)C2C=CC=CC=2)C=CC=CC=1.Cl.[NH:52]1[CH2:55][CH:54]([C:56]([O:58][CH3:59])=[O:57])[CH2:53]1.C(N(CC)C(C)C)(C)C, predict the reaction product. The product is: [CH3:1][C:2]1[CH:3]=[C:4]([CH2:25][N:52]2[CH2:55][CH:54]([C:56]([O:58][CH3:59])=[O:57])[CH2:53]2)[S:5][C:6]=1[C:7]1[N:11]=[C:10]([C:12]2[CH:13]=[CH:14][C:15]([O:18][C:19]3[CH:20]=[CH:21][CH:22]=[CH:23][CH:24]=3)=[CH:16][CH:17]=2)[O:9][N:8]=1. (7) Given the reactants [NH2:1][C:2]1[O:6][N:5]=[C:4]([CH3:7])[C:3]=1[Br:8].[Cl:9][C:10]1[C:11]([CH3:20])=[C:12]([S:16](Cl)(=[O:18])=[O:17])[CH:13]=[CH:14][CH:15]=1, predict the reaction product. The product is: [Cl:9][C:10]1[C:11]([CH3:20])=[C:12]([S:16]([NH:1][C:2]2[O:6][N:5]=[C:4]([CH3:7])[C:3]=2[Br:8])(=[O:18])=[O:17])[CH:13]=[CH:14][CH:15]=1.